This data is from Full USPTO retrosynthesis dataset with 1.9M reactions from patents (1976-2016). The task is: Predict the reactants needed to synthesize the given product. (1) The reactants are: [C:1](=[C:4]1[CH2:9][CH2:8][O:7][C:5]1=[O:6])([CH3:3])[CH3:2].[H][H]. Given the product [CH:1]([CH:4]1[CH2:9][CH2:8][O:7][C:5]1=[O:6])([CH3:3])[CH3:2], predict the reactants needed to synthesize it. (2) Given the product [NH2:18][C:13]1[CH:14]=[CH:15][CH:16]=[CH:17][C:12]=1[CH2:11][C:10]1[C:9]2[C:8](=[O:21])[CH2:7][C:6]([CH3:23])([CH3:22])[CH2:5][C:4]=2[N:3]([CH2:24][C:25]([O:27][CH2:28][CH3:29])=[O:26])[C:2]=1[CH3:1], predict the reactants needed to synthesize it. The reactants are: [CH3:1][C:2]1[N:3]([CH2:24][C:25]([O:27][CH2:28][CH3:29])=[O:26])[C:4]2[CH2:5][C:6]([CH3:23])([CH3:22])[CH2:7][C:8](=[O:21])[C:9]=2[C:10]=1[CH2:11][C:12]1[CH:17]=[CH:16][CH:15]=[CH:14][C:13]=1[N+:18]([O-])=O.C1COCC1.[Cl-].[NH4+]. (3) Given the product [NH2:28][C:25]1[N:26]=[CH:27][C:22]([C:20]#[C:21][C:18]2[CH:17]=[N:16][N:11]3[C:12]([CH2:14][OH:15])=[CH:13][C:8]([C:5]4[CH:6]=[CH:7][C:2]([Cl:1])=[CH:3][CH:4]=4)=[N:9][C:10]=23)=[CH:23][CH:24]=1, predict the reactants needed to synthesize it. The reactants are: [Cl:1][C:2]1[CH:7]=[CH:6][C:5]([C:8]2[CH:13]=[C:12]([CH2:14][OH:15])[N:11]3[N:16]=[CH:17][C:18](I)=[C:10]3[N:9]=2)=[CH:4][CH:3]=1.[C:20]([C:22]1[CH:23]=[CH:24][C:25]([NH2:28])=[N:26][CH:27]=1)#[CH:21]. (4) Given the product [NH:8]1[C:9]2[C:5](=[CH:4][CH:3]=[C:2]([C:16]3[CH:17]=[CH:18][C:13]([CH:11]=[O:12])=[CH:14][CH:15]=3)[CH:10]=2)[CH:6]=[CH:7]1, predict the reactants needed to synthesize it. The reactants are: Br[C:2]1[CH:10]=[C:9]2[C:5]([CH:6]=[CH:7][NH:8]2)=[CH:4][CH:3]=1.[CH:11]([C:13]1[CH:18]=[CH:17][C:16](B(O)O)=[CH:15][CH:14]=1)=[O:12].C([O-])([O-])=O.[Na+].[Na+].O.